Dataset: Reaction yield outcomes from USPTO patents with 853,638 reactions. Task: Predict the reaction yield, written as a fraction of the theoretical maximum amount of product (1.0 means a 100% yield; for example, 0.34 means a 34% yield). The reactants are [CH3:1][N:2]1[C:10]([CH:11]=[C:12]2[CH2:17][CH2:16][N:15]([C:18]([O:20][C:21]([CH3:24])([CH3:23])[CH3:22])=[O:19])[CH2:14][CH2:13]2)=[N:9][C:8]2[C:3]1=[N:4][C:5]([N:31]1[C:35]3[CH:36]=[CH:37][CH:38]=[CH:39][C:34]=3[N:33]=[C:32]1[CH3:40])=[N:6][C:7]=2[N:25]1[CH2:30][CH2:29][O:28][CH2:27][CH2:26]1. The catalyst is C(O)C.[Pd]. The product is [CH3:1][N:2]1[C:10]([CH2:11][CH:12]2[CH2:17][CH2:16][N:15]([C:18]([O:20][C:21]([CH3:24])([CH3:23])[CH3:22])=[O:19])[CH2:14][CH2:13]2)=[N:9][C:8]2[C:3]1=[N:4][C:5]([N:31]1[C:35]3[CH:36]=[CH:37][CH:38]=[CH:39][C:34]=3[N:33]=[C:32]1[CH3:40])=[N:6][C:7]=2[N:25]1[CH2:26][CH2:27][O:28][CH2:29][CH2:30]1. The yield is 0.900.